From a dataset of Reaction yield outcomes from USPTO patents with 853,638 reactions. Predict the reaction yield, written as a fraction of the theoretical maximum amount of product (1.0 means a 100% yield; for example, 0.34 means a 34% yield). (1) The catalyst is CN(C)C=O.ClCCl. The reactants are [N:1]1[CH:6]=[CH:5][CH:4]=[CH:3][C:2]=1[C:7]1[N:11]=[C:10]([C:12]2[CH:17]=[C:16]([OH:18])[CH:15]=[C:14]([C:19]#[N:20])[CH:13]=2)[O:9][N:8]=1.[C:21](=[O:24])([O-])[O-].[K+].[K+].Br[CH2:28]C. The product is [N:1]1[CH:6]=[CH:5][CH:4]=[CH:3][C:2]=1[C:7]1[N:11]=[C:10]([C:12]2[CH:17]=[C:16]([O:18][CH2:28][CH2:21][OH:24])[CH:15]=[C:14]([C:19]#[N:20])[CH:13]=2)[O:9][N:8]=1. The yield is 0.390. (2) The reactants are [NH2:1][C:2]1[CH:3]=[C:4]2[C:9](=[C:10]([C:12]([F:15])([F:14])[F:13])[CH:11]=1)[N:8]=[CH:7][C:6]([C:16]#[N:17])=[C:5]2[NH:18][C:19]1[CH:24]=[CH:23][C:22]([F:25])=[C:21]([Cl:26])[CH:20]=1.[C:27]1([S:33]([C:36]2[S:37][C:38]([CH:41]=O)=[CH:39][N:40]=2)(=[O:35])=[O:34])[CH:32]=[CH:31][CH:30]=[CH:29][CH:28]=1.[BH3-]C#N.[Na+]. The catalyst is CCO. The product is [Cl:26][C:21]1[CH:20]=[C:19]([NH:18][C:5]2[C:4]3[C:9](=[C:10]([C:12]([F:13])([F:14])[F:15])[CH:11]=[C:2]([NH:1][CH2:41][C:38]4[S:37][C:36]([S:33]([C:27]5[CH:28]=[CH:29][CH:30]=[CH:31][CH:32]=5)(=[O:35])=[O:34])=[N:40][CH:39]=4)[CH:3]=3)[N:8]=[CH:7][C:6]=2[C:16]#[N:17])[CH:24]=[CH:23][C:22]=1[F:25]. The yield is 0.120. (3) The reactants are [CH3:1][O:2][C:3]1[CH:4]=[C:5]([CH:19]=[CH:20][CH:21]=1)[CH2:6][N:7]1[C:11]2[CH:12]=[C:13]([CH:16]=[O:17])[CH:14]=[CH:15][C:10]=2[O:9][C:8]1=[O:18].[BH4-].[Na+]. The catalyst is CO.C(OCC)(=O)C. The product is [OH:17][CH2:16][C:13]1[CH:14]=[CH:15][C:10]2[O:9][C:8](=[O:18])[N:7]([CH2:6][C:5]3[CH:19]=[CH:20][CH:21]=[C:3]([O:2][CH3:1])[CH:4]=3)[C:11]=2[CH:12]=1. The yield is 0.560. (4) The reactants are [O:1]1[C:6]2[CH:7]=[CH:8][C:9]([OH:11])=[CH:10][C:5]=2[O:4][CH2:3][CH2:2]1.C([Mg]Cl)(C)C.[Br:17][C:18]1[CH:26]=[CH:25][CH:24]=[C:23]2[C:19]=1[C:20](=[O:29])[C:21](=[O:28])[N:22]2[CH3:27].Cl. The catalyst is ClCCl. The product is [Br:17][C:18]1[CH:26]=[CH:25][CH:24]=[C:23]2[C:19]=1[C:20]([OH:29])([C:8]1[C:9]([OH:11])=[CH:10][C:5]3[O:4][CH2:3][CH2:2][O:1][C:6]=3[CH:7]=1)[C:21](=[O:28])[N:22]2[CH3:27]. The yield is 0.800. (5) The reactants are [Cl:1][C:2]1[CH:3]=[CH:4][C:5]([O:10][CH2:11][C:12]([N:14]2[CH2:19][C@H:18]([CH3:20])[N:17]([CH2:21][C:22]3[CH:27]=[CH:26][C:25]([F:28])=[CH:24][CH:23]=3)[CH2:16][C@H:15]2[CH3:29])=[O:13])=[C:6]([CH:9]=1)[CH:7]=O.C(O)(=O)C.ClC(Cl)C.[CH2:38]([N:40]([CH2:43][CH2:44][NH2:45])[CH2:41][CH3:42])[CH3:39].C([BH3-])#N.[Na+].C(=O)(O)[O-].[Na+]. The catalyst is O. The product is [Cl:1][C:2]1[CH:3]=[CH:4][C:5]([O:10][CH2:11][C:12]([N:14]2[CH2:19][C@H:18]([CH3:20])[N:17]([CH2:21][C:22]3[CH:23]=[CH:24][C:25]([F:28])=[CH:26][CH:27]=3)[CH2:16][C@H:15]2[CH3:29])=[O:13])=[C:6]([CH2:7][NH:45][CH2:44][CH2:43][N:40]([CH2:41][CH3:42])[CH2:38][CH3:39])[CH:9]=1. The yield is 0.300. (6) The reactants are S(Cl)([Cl:3])=O.[CH3:5][O:6][C:7](=[O:33])[C@H:8]([NH:22][C:23]([O:25][CH2:26][C:27]1[CH:32]=[CH:31][CH:30]=[CH:29][CH:28]=1)=[O:24])[CH2:9][C:10]1[C:11]([CH2:20]O)=[C:12]2[C:16](=[C:17]([Cl:19])[CH:18]=1)[NH:15][N:14]=[CH:13]2. The catalyst is ClCCl. The product is [CH3:5][O:6][C:7](=[O:33])[C@H:8]([NH:22][C:23]([O:25][CH2:26][C:27]1[CH:32]=[CH:31][CH:30]=[CH:29][CH:28]=1)=[O:24])[CH2:9][C:10]1[C:11]([CH2:20][Cl:3])=[C:12]2[C:16](=[C:17]([Cl:19])[CH:18]=1)[NH:15][N:14]=[CH:13]2. The yield is 0.860. (7) The reactants are [O:1]=[C:2]1[NH:7][C:6]2[CH:8]=[C:9]([C:12](OC)=[O:13])[CH:10]=[N:11][C:5]=2[N:4]2[CH2:16][CH2:17][CH2:18][CH2:19][C@@H:3]12.[H-].[Na+].[H-].[H-].[H-].[H-].[Li+].[Al+3].CO. The catalyst is O1CCCC1.O.C(OCC)(=O)C. The product is [OH:13][CH2:12][C:9]1[CH:10]=[N:11][C:5]2[N:4]3[CH2:16][CH2:17][CH2:18][CH2:19][C@H:3]3[C:2](=[O:1])[NH:7][C:6]=2[CH:8]=1. The yield is 0.970. (8) The reactants are [Br:1][C:2]1[CH:7]=[CH:6][C:5]([SH:8])=[CH:4][CH:3]=1.C(=O)([O-])[O-].[K+].[K+].[CH2:15]([O:17][CH:18]([O:21][CH2:22][CH3:23])[CH2:19]Br)[CH3:16]. The catalyst is CN(C=O)C.O. The product is [Br:1][C:2]1[CH:7]=[CH:6][C:5]([S:8][CH2:19][CH:18]([O:21][CH2:22][CH3:23])[O:17][CH2:15][CH3:16])=[CH:4][CH:3]=1. The yield is 0.990.